From a dataset of Peptide-MHC class I binding affinity with 185,985 pairs from IEDB/IMGT. Regression. Given a peptide amino acid sequence and an MHC pseudo amino acid sequence, predict their binding affinity value. This is MHC class I binding data. The peptide sequence is AENLWVTVY. The MHC is HLA-B51:01 with pseudo-sequence HLA-B51:01. The binding affinity (normalized) is 0.